From a dataset of Reaction yield outcomes from USPTO patents with 853,638 reactions. Predict the reaction yield, written as a fraction of the theoretical maximum amount of product (1.0 means a 100% yield; for example, 0.34 means a 34% yield). (1) The reactants are [N:1]1([C:11]([O:13][C:14]([CH3:17])([CH3:16])[CH3:15])=[O:12])[CH2:6][CH2:5][CH:4]([C:7]([O:9][CH3:10])=[O:8])[CH2:3][CH2:2]1.[Li+].CC([N-]C(C)C)C.CCC[CH2:29][CH2:30][CH2:31][CH3:32].[CH2:30]1[CH2:29]O[CH2:32][CH2:31]1.C(C1C=CC=CC=1)C.C1(CBr)CC1. The catalyst is C1COCC1. The product is [CH:31]1([CH2:32][C:4]2([C:7]([O:9][CH3:10])=[O:8])[CH2:3][CH2:2][N:1]([C:11]([O:13][C:14]([CH3:17])([CH3:16])[CH3:15])=[O:12])[CH2:6][CH2:5]2)[CH2:29][CH2:30]1. The yield is 0.670. (2) The reactants are CO[C:3]1[N:8]=[N:7][C:6]([C:9]([OH:11])=[O:10])=[CH:5][CH:4]=1.S(Cl)([Cl:14])=O. No catalyst specified. The product is [Cl:14][C:3]1[N:8]=[N:7][C:6]([C:9]([OH:11])=[O:10])=[CH:5][CH:4]=1. The yield is 1.00. (3) The reactants are [CH3:1][N:2]1[CH2:6][CH2:5][CH2:4][C@:3]1([C:8]1[N:12]2[CH:13]=[C:14](F)[CH:15]=[CH:16][C:11]2=[N:10][N:9]=1)[CH3:7].[NH2:18][C@@H:19]1[C:28]2[C:23](=[CH:24][CH:25]=[CH:26][CH:27]=2)[C@H:22]([OH:29])[CH2:21][CH2:20]1.[H-].[Na+].N. The catalyst is CN(C=O)C.CO.C(Cl)Cl. The product is [CH3:1][N:2]1[CH2:6][CH2:5][CH2:4][C@:3]1([C:8]1[N:12]2[CH:13]=[C:14]([O:29][C@H:22]3[C:23]4[C:28](=[CH:27][CH:26]=[CH:25][CH:24]=4)[C@@H:19]([NH2:18])[CH2:20][CH2:21]3)[CH:15]=[CH:16][C:11]2=[N:10][N:9]=1)[CH3:7]. The yield is 0.750. (4) The reactants are Cl.Cl[C:3]1[CH:8]=[CH:7][N:6]=[CH:5][CH:4]=1.[NH2:9][C:10]1[CH:15]=[CH:14][C:13]([OH:16])=[CH:12][CH:11]=1.[OH-].[Na+].[CH3:19]S(C)=O. No catalyst specified. The product is [NH2:9][C:10]1[CH:15]=[CH:14][C:13]([O:16][C:8]2[CH:7]=[CH:19][C:5]([NH2:6])=[CH:4][CH:3]=2)=[CH:12][CH:11]=1. The yield is 0.940. (5) The reactants are [Cl:1][C:2]1[CH:18]=[CH:17][C:5]([CH2:6][NH:7][C:8]2[CH:9]=[N:10][CH:11]=[CH:12][C:13]=2[C:14]([OH:16])=[O:15])=[C:4]([CH:19]2[CH2:21][CH2:20]2)[CH:3]=1.S(Cl)(Cl)=O.[CH3:26]O. No catalyst specified. The product is [Cl:1][C:2]1[CH:18]=[CH:17][C:5]([CH2:6][NH:7][C:8]2[CH:9]=[N:10][CH:11]=[CH:12][C:13]=2[C:14]([O:16][CH3:26])=[O:15])=[C:4]([CH:19]2[CH2:21][CH2:20]2)[CH:3]=1. The yield is 0.310. (6) The reactants are [Br:1][C:2]1[CH:11]=[CH:10][C:5]2[S:6][CH:7]=[C:8]([CH3:9])[C:4]=2[CH:3]=1.C1C=CC(S(N(S(C2C=CC=CC=2)(=O)=O)[F:22])(=O)=O)=CC=1.C(NC(C)C)(C)C.C([Li])CCC. The catalyst is C1COCC1. The product is [Br:1][C:2]1[CH:11]=[CH:10][C:5]2[S:6][C:7]([F:22])=[C:8]([CH3:9])[C:4]=2[CH:3]=1. The yield is 0.220. (7) The reactants are [Br:1][C:2]1[CH:3]=[C:4]([CH2:9][C:10]([C:12]2[CH:17]=[CH:16][CH:15]=[CH:14][N:13]=2)=O)[CH:5]=[CH:6][C:7]=1[F:8].COC(OC)[N:21]([CH3:23])C.O.[NH2:27]N. The catalyst is O1CCCC1.C(O)C. The product is [Br:1][C:2]1[CH:3]=[C:4]([C:9]2[C:10]([C:12]3[CH:17]=[CH:16][CH:15]=[CH:14][N:13]=3)=[N:27][NH:21][CH:23]=2)[CH:5]=[CH:6][C:7]=1[F:8]. The yield is 0.550. (8) The reactants are [Br:1][C:2]1[CH:3]=[C:4]2[C:10]([C:11]3[CH:19]=[CH:18][C:14]([C:15]([NH2:17])=O)=[CH:13][CH:12]=3)=[CH:9][N:8]([S:20]([C:23]3[CH:28]=[CH:27][C:26]([CH3:29])=[CH:25][CH:24]=3)(=[O:22])=[O:21])[C:5]2=[N:6][CH:7]=1.C(N(CC)CC)C.C(O[C:41](=[O:43])[CH3:42])(=O)C.CCOC(C)=O. The catalyst is C(Cl)Cl. The product is [Br:1][C:2]1[CH:3]=[C:4]2[C:10]([C:11]3[CH:12]=[CH:13][C:14]([CH2:15][NH:17][C:41](=[O:43])[CH3:42])=[CH:18][CH:19]=3)=[CH:9][N:8]([S:20]([C:23]3[CH:28]=[CH:27][C:26]([CH3:29])=[CH:25][CH:24]=3)(=[O:21])=[O:22])[C:5]2=[N:6][CH:7]=1. The yield is 0.960.